The task is: Predict the reaction yield, written as a fraction of the theoretical maximum amount of product (1.0 means a 100% yield; for example, 0.34 means a 34% yield).. This data is from Reaction yield outcomes from USPTO patents with 853,638 reactions. (1) The reactants are [O:1]([C:8]1[CH:9]=[C:10]([N:14]([CH2:22][C:23]2[CH:24]=[C:25]([CH:30]=[CH:31][CH:32]=2)[C:26](OC)=[O:27])[CH2:15][CH:16]([OH:21])[C:17]([F:20])([F:19])[F:18])[CH:11]=[CH:12][CH:13]=1)[C:2]1[CH:7]=[CH:6][CH:5]=[CH:4][CH:3]=1.[H-].[Al+3].[Li+].[H-].[H-].[H-].C1COCC1. The catalyst is ClCCl.C(OCC)(=O)C. The product is [O:1]([C:8]1[CH:9]=[C:10]([N:14]([CH2:22][C:23]2[CH:24]=[C:25]([CH2:26][OH:27])[CH:30]=[CH:31][CH:32]=2)[CH2:15][CH:16]([OH:21])[C:17]([F:18])([F:19])[F:20])[CH:11]=[CH:12][CH:13]=1)[C:2]1[CH:7]=[CH:6][CH:5]=[CH:4][CH:3]=1. The yield is 0.540. (2) The catalyst is C(Cl)Cl.CCOC(C)=O.[I-].C([N+](CCCC)(CCCC)CCCC)CCC.O. The yield is 0.146. The product is [P:46]([O:33][CH2:34][N:15]1[CH:16]=[CH:17][C:12]([NH:11][C:9](=[O:10])[C:8]2[CH:19]=[C:20]([C:23]([F:26])([F:24])[F:25])[CH:21]=[CH:22][C:7]=2[O:6][C:5]2[CH:27]=[CH:28][C:2]([F:1])=[CH:3][C:4]=2[CH3:29])=[CH:13][C:14]1=[O:18])([O:45][C:41]([CH3:44])([CH3:43])[CH3:42])([O:48][C:49]([CH3:50])([CH3:51])[CH3:52])=[O:47]. The reactants are [F:1][C:2]1[CH:28]=[CH:27][C:5]([O:6][C:7]2[CH:22]=[CH:21][C:20]([C:23]([F:26])([F:25])[F:24])=[CH:19][C:8]=2[C:9]([NH:11][C:12]2[CH:17]=[CH:16][NH:15][C:14](=[O:18])[CH:13]=2)=[O:10])=[C:4]([CH3:29])[CH:3]=1.ClC([O:33][CH2:34]Cl)=O.CN(C=O)C.[C:41]([O:45][P:46](O[K])([O:48][C:49]([CH3:52])([CH3:51])[CH3:50])=[O:47])([CH3:44])([CH3:43])[CH3:42].